From a dataset of hERG potassium channel inhibition data for cardiac toxicity prediction from Karim et al.. Regression/Classification. Given a drug SMILES string, predict its toxicity properties. Task type varies by dataset: regression for continuous values (e.g., LD50, hERG inhibition percentage) or binary classification for toxic/non-toxic outcomes (e.g., AMES mutagenicity, cardiotoxicity, hepatotoxicity). Dataset: herg_karim. The molecule is Cc1cccc(N2CCN(CCCCCCN3CCN(c4ccccn4)CC3)CC2)c1. The result is 1 (blocker).